Dataset: Kir2.1 potassium channel HTS with 301,493 compounds. Task: Binary Classification. Given a drug SMILES string, predict its activity (active/inactive) in a high-throughput screening assay against a specified biological target. (1) The drug is O=C1N(NC2=c3c(=NC2=O)ccc(OC)c3)C(=O)c2c1cccc2. The result is 0 (inactive). (2) The molecule is O(CCCc1onc(n1)c1cc(OC)c(OC)cc1)c1ccccc1. The result is 0 (inactive). (3) The molecule is s1c(c2oc(c(n2)CN2CC(N(C3CCCC3)CC2)CCO)C)ccc1. The result is 0 (inactive).